The task is: Regression. Given two drug SMILES strings and cell line genomic features, predict the synergy score measuring deviation from expected non-interaction effect.. This data is from NCI-60 drug combinations with 297,098 pairs across 59 cell lines. Drug 1: CN1CCC(CC1)COC2=C(C=C3C(=C2)N=CN=C3NC4=C(C=C(C=C4)Br)F)OC. Drug 2: CCC1(C2=C(COC1=O)C(=O)N3CC4=CC5=C(C=CC(=C5CN(C)C)O)N=C4C3=C2)O.Cl. Cell line: HT29. Synergy scores: CSS=13.4, Synergy_ZIP=-6.93, Synergy_Bliss=-0.770, Synergy_Loewe=-16.0, Synergy_HSA=-2.45.